The task is: Predict which catalyst facilitates the given reaction.. This data is from Catalyst prediction with 721,799 reactions and 888 catalyst types from USPTO. (1) Reactant: [N:1]([CH2:4][CH2:5][C:6]1[N:7]=[C:8]([C:12]2[CH:17]=[CH:16][C:15]([CH3:18])=[CH:14][CH:13]=2)[S:9][C:10]=1[CH3:11])=[N+]=[N-].C1(P(C2C=CC=CC=2)C2C=CC=CC=2)C=CC=CC=1. Product: [CH3:11][C:10]1[S:9][C:8]([C:12]2[CH:17]=[CH:16][C:15]([CH3:18])=[CH:14][CH:13]=2)=[N:7][C:6]=1[CH2:5][CH2:4][NH2:1]. The catalyst class is: 6. (2) The catalyst class is: 34. Product: [CH3:30][O:29][C:23]1[CH:22]=[C:21]([OH:20])[CH:28]=[CH:27][C:24]=1[CH2:25][N:15]1[CH2:19][CH2:18][CH2:17][CH2:16]1. Reactant: [BH-](OC(C)=O)(OC(C)=O)OC(C)=O.[Na+].[NH:15]1[CH2:19][CH2:18][CH2:17][CH2:16]1.[OH:20][C:21]1[CH:28]=[CH:27][C:24]([CH:25]=O)=[C:23]([O:29][CH3:30])[CH:22]=1.[OH-].[Na+]. (3) Reactant: [Br:1]Br.[CH3:3][O:4][C:5]1[CH:12]=[CH:11][CH:10]=[CH:9][C:6]=1[C:7]#[N:8]. Product: [Br:1][C:10]1[CH:11]=[CH:12][C:5]([O:4][CH3:3])=[C:6]([CH:9]=1)[C:7]#[N:8]. The catalyst class is: 22.